Dataset: Peptide-MHC class I binding affinity with 185,985 pairs from IEDB/IMGT. Task: Regression. Given a peptide amino acid sequence and an MHC pseudo amino acid sequence, predict their binding affinity value. This is MHC class I binding data. The binding affinity (normalized) is 0.733. The peptide sequence is ILAAIAVGV. The MHC is HLA-A02:01 with pseudo-sequence HLA-A02:01.